This data is from Forward reaction prediction with 1.9M reactions from USPTO patents (1976-2016). The task is: Predict the product of the given reaction. (1) Given the reactants [CH2:1]([O:3][C:4]1[CH:5]=[C:6]([C:12]([C:16]2[CH:21]=[CH:20][CH:19]=[CH:18][CH:17]=2)=[CH:13][C:14]#[N:15])[CH:7]=[CH:8][C:9]=1[O:10][CH3:11])[CH3:2].[H][H], predict the reaction product. The product is: [CH2:1]([O:3][C:4]1[CH:5]=[C:6]([CH:12]([C:16]2[CH:17]=[CH:18][CH:19]=[CH:20][CH:21]=2)[CH2:13][C:14]#[N:15])[CH:7]=[CH:8][C:9]=1[O:10][CH3:11])[CH3:2]. (2) Given the reactants [C:1]([C:4]1[CH:8]=[C:7]([S:9]([C:12]2[CH:17]=[CH:16][C:15]([C:18]([F:21])([F:20])[F:19])=[CH:14][C:13]=2[F:22])(=[O:11])=[O:10])[S:6][C:5]=1[NH:23][C:24]([C:26]([O:29]C(=O)C)([CH3:28])[CH3:27])=[O:25])(=[O:3])[NH2:2].Cl, predict the reaction product. The product is: [F:22][C:13]1[CH:14]=[C:15]([C:18]([F:21])([F:19])[F:20])[CH:16]=[CH:17][C:12]=1[S:9]([C:7]1[S:6][C:5]([NH:23][C:24](=[O:25])[C:26]([OH:29])([CH3:28])[CH3:27])=[C:4]([C:1]([NH2:2])=[O:3])[CH:8]=1)(=[O:10])=[O:11]. (3) Given the reactants Cl.[NH2:2][CH2:3][C:4]([C:6]1[CH:11]=[CH:10][CH:9]=[CH:8][CH:7]=1)=[O:5].[C:12](O[C:12]([O:14][C:15]([CH3:18])([CH3:17])[CH3:16])=[O:13])([O:14][C:15]([CH3:18])([CH3:17])[CH3:16])=[O:13].[Cl-].[NH4+], predict the reaction product. The product is: [C:15]([O:14][C:12]([NH:2][CH2:3][C:4]([C:6]1[CH:11]=[CH:10][CH:9]=[CH:8][CH:7]=1)=[O:5])=[O:13])([CH3:18])([CH3:17])[CH3:16]. (4) Given the reactants C(OC(=O)[NH:7][C@:8]1([C:13](=[O:24])[NH:14][S:15]([C:18]2([C:21]([CH3:23])=[CH2:22])[CH2:20][CH2:19]2)(=[O:17])=[O:16])[CH2:10][C@H:9]1[CH:11]=[CH2:12])(C)(C)C.[ClH:26], predict the reaction product. The product is: [ClH:26].[NH2:7][C@:8]1([C:13]([NH:14][S:15]([C:18]2([C:21]([CH3:23])=[CH2:22])[CH2:20][CH2:19]2)(=[O:17])=[O:16])=[O:24])[CH2:10][C@H:9]1[CH:11]=[CH2:12].